Dataset: Peptide-MHC class II binding affinity with 134,281 pairs from IEDB. Task: Regression. Given a peptide amino acid sequence and an MHC pseudo amino acid sequence, predict their binding affinity value. This is MHC class II binding data. (1) The peptide sequence is VRSGGHDYEGLSYRS. The MHC is HLA-DQA10401-DQB10402 with pseudo-sequence HLA-DQA10401-DQB10402. The binding affinity (normalized) is 0. (2) The peptide sequence is VPDTKVNFYAWKRME. The MHC is DRB1_0101 with pseudo-sequence DRB1_0101. The binding affinity (normalized) is 0.268. (3) The peptide sequence is RTKYTATISGLKPGV. The MHC is HLA-DPA10301-DPB10402 with pseudo-sequence HLA-DPA10301-DPB10402. The binding affinity (normalized) is 0.412. (4) The peptide sequence is GVTLVRKNRWLLLNV. The MHC is HLA-DQA10201-DQB10402 with pseudo-sequence HLA-DQA10201-DQB10402. The binding affinity (normalized) is 0.